Task: Predict the reactants needed to synthesize the given product.. Dataset: Full USPTO retrosynthesis dataset with 1.9M reactions from patents (1976-2016) (1) Given the product [C:1]([O:13][C:8]1[CH:9]=[CH:10][C:11]([F:12])=[C:6]([F:5])[CH:7]=1)(=[O:3])[CH3:2], predict the reactants needed to synthesize it. The reactants are: [C:1](Cl)(=[O:3])[CH3:2].[F:5][C:6]1[CH:7]=[C:8]([OH:13])[CH:9]=[CH:10][C:11]=1[F:12].C(N(CC)CC)C. (2) Given the product [F:1][C:2]1[CH:9]=[CH:8][C:5]([CH2:6][NH:7][CH:11]([CH3:10])[CH:13]([O:16][CH3:17])[O:14][CH3:15])=[CH:4][CH:3]=1, predict the reactants needed to synthesize it. The reactants are: [F:1][C:2]1[CH:9]=[CH:8][C:5]([CH2:6][NH2:7])=[CH:4][CH:3]=1.[CH3:10][C:11]([CH:13]([O:16][CH3:17])[O:14][CH3:15])=O.C(O[BH-](OC(=O)C)OC(=O)C)(=O)C.[Na+].[O-]P([O-])([O-])=O.[K+].[K+].[K+]. (3) Given the product [CH2:1]([C:4]1[Se:5][C:6]([C:9]2[CH:10]=[CH:11][C:12]([CH:15]3[CH2:16][CH2:17][CH:18]([CH2:21][CH2:22][CH3:23])[CH2:19][CH2:20]3)=[CH:13][CH:14]=2)=[CH:7][CH:8]=1)[CH2:2][CH3:3], predict the reactants needed to synthesize it. The reactants are: [CH:1]([C:4]1[Se:5][C:6]([C:9]2[CH:14]=[CH:13][C:12]([CH:15]3[CH2:20][CH2:19][CH:18]([CH2:21][CH2:22][CH3:23])[CH2:17][CH2:16]3)=[CH:11][CH:10]=2)=[CH:7][CH:8]=1)=[CH:2][CH3:3]. (4) Given the product [F:30][C:26]1[CH:25]=[C:24]2[C:29]([C:20]([C:12]3[CH:13]=[N:14][CH:15]=[C:10]([F:9])[CH:11]=3)=[C:21]([C:31](=[O:33])[CH3:32])[CH:22]=[N:23]2)=[CH:28][CH:27]=1, predict the reactants needed to synthesize it. The reactants are: [O-]P([O-])([O-])=O.[K+].[K+].[K+].[F:9][C:10]1[CH:11]=[C:12](B(O)O)[CH:13]=[N:14][CH:15]=1.Cl[C:20]1[C:29]2[C:24](=[CH:25][C:26]([F:30])=[CH:27][CH:28]=2)[N:23]=[CH:22][C:21]=1[C:31](=[O:33])[CH3:32]. (5) Given the product [CH2:14]([NH:16][C:17]1[C:22]([CH:23]=[CH:5][C:3]#[N:4])=[CH:21][N:20]=[C:19]([NH:25][C:26]2[CH:31]=[CH:30][CH:29]=[CH:28][CH:27]=2)[N:18]=1)[CH3:15], predict the reactants needed to synthesize it. The reactants are: [H-].[Na+].[C:3]([CH2:5]P(=O)(OCC)OCC)#[N:4].[CH2:14]([NH:16][C:17]1[C:22]([CH:23]=O)=[CH:21][N:20]=[C:19]([NH:25][C:26]2[CH:31]=[CH:30][CH:29]=[CH:28][CH:27]=2)[N:18]=1)[CH3:15]. (6) Given the product [F:7][C:8]1[CH:9]=[C:10]([OH:16])[CH:11]=[CH:12][C:13]=1[S:3]([CH3:17])(=[O:5])=[O:2], predict the reactants needed to synthesize it. The reactants are: O[O:2][S:3]([O-:5])=O.[K+].[F:7][C:8]1[CH:9]=[C:10]([OH:16])[CH:11]=[CH:12][C:13]=1SC.[C:17](=O)(O)[O-].[Na+].